Dataset: Forward reaction prediction with 1.9M reactions from USPTO patents (1976-2016). Task: Predict the product of the given reaction. (1) The product is: [CH3:41][N:42]1[CH2:47][CH2:46][N:45]([CH2:31][C:32]2[CH:40]=[CH:39][C:35]([C:36]([NH:1][C:2]3[S:6][C:5]([NH:7][C:8]4[CH:17]=[CH:16][C:15]5[C:10](=[CH:11][CH:12]=[CH:13][CH:14]=5)[CH:9]=4)=[N:4][C:3]=3[C:18]([NH2:20])=[O:19])=[O:37])=[CH:34][CH:33]=2)[CH2:44][CH2:43]1. Given the reactants [NH2:1][C:2]1[S:6][C:5]([NH:7][C:8]2[CH:17]=[CH:16][C:15]3[C:10](=[CH:11][CH:12]=[CH:13][CH:14]=3)[CH:9]=2)=[N:4][C:3]=1[C:18]([NH2:20])=[O:19].C(N(CC)C(C)C)(C)C.Cl[CH2:31][C:32]1[CH:40]=[CH:39][C:35]([C:36](Cl)=[O:37])=[CH:34][CH:33]=1.[CH3:41][N:42]1[CH2:47][CH2:46][NH:45][CH2:44][CH2:43]1, predict the reaction product. (2) Given the reactants [ClH:1].C(OCC)(=O)C.C(O[C:13]([N:15]([CH2:17][C@@:18]1([CH2:27][C:28]([OH:30])=[O:29])[CH2:24][C@H:23]2[C@@H:19]1[CH:20]=[C:21]([CH2:25][CH3:26])[CH2:22]2)C)=O)(C)(C)C, predict the reaction product. The product is: [ClH:1].[CH2:25]([C:21]1[CH2:22][C@@H:23]2[C@H:19]([CH:20]=1)[C@@:18]([CH2:27][C:28]([OH:30])=[O:29])([CH2:17][NH:15][CH3:13])[CH2:24]2)[CH3:26]. (3) Given the reactants [CH3:1][C@@H:2]1[CH2:7][NH:6][CH2:5][C@H:4]([CH3:8])[NH:3]1.[S:9](N)([NH2:12])(=[O:11])=[O:10], predict the reaction product. The product is: [CH3:8][C@H:4]1[NH:3][C@@H:2]([CH3:1])[CH2:7][N:6]([S:9]([NH2:12])(=[O:11])=[O:10])[CH2:5]1.